Dataset: Peptide-MHC class I binding affinity with 185,985 pairs from IEDB/IMGT. Task: Regression. Given a peptide amino acid sequence and an MHC pseudo amino acid sequence, predict their binding affinity value. This is MHC class I binding data. (1) The peptide sequence is RASGSYISG. The MHC is HLA-A30:01 with pseudo-sequence HLA-A30:01. The binding affinity (normalized) is 0.410. (2) The peptide sequence is VQMMIMIKFM. The MHC is HLA-A68:02 with pseudo-sequence HLA-A68:02. The binding affinity (normalized) is 0.149. (3) The peptide sequence is AVKFAEESYT. The MHC is HLA-A02:02 with pseudo-sequence HLA-A02:02. The binding affinity (normalized) is 0.309. (4) The peptide sequence is RPPMVTSGL. The MHC is HLA-B57:01 with pseudo-sequence HLA-B57:01. The binding affinity (normalized) is 0.0847. (5) The peptide sequence is HTQAIEGAW. The MHC is HLA-A02:11 with pseudo-sequence HLA-A02:11. The binding affinity (normalized) is 0.0847. (6) The peptide sequence is QQELLRLTVW. The MHC is Mamu-B52 with pseudo-sequence Mamu-B52. The binding affinity (normalized) is 0.423. (7) The peptide sequence is FPFKFAAAF. The MHC is Mamu-A2201 with pseudo-sequence Mamu-A2201. The binding affinity (normalized) is 1.00. (8) The peptide sequence is VVAIDYRHY. The MHC is HLA-A26:01 with pseudo-sequence HLA-A26:01. The binding affinity (normalized) is 0.0756.